Predict the product of the given reaction. From a dataset of Forward reaction prediction with 1.9M reactions from USPTO patents (1976-2016). (1) Given the reactants [OH:1]/[N:2]=[C:3](\[NH2:9])/[CH2:4][CH2:5][CH2:6][O:7][CH3:8].Cl[C:11](=O)[C:12]([O:14][CH3:15])=[O:13], predict the reaction product. The product is: [CH3:8][O:7][CH2:6][CH2:5][CH2:4][C:3]1[N:9]=[C:11]([C:12]([O:14][CH3:15])=[O:13])[O:1][N:2]=1. (2) Given the reactants [CH:1]1([CH:6]=[C:7]([C:18]2[NH:29][C:21]3=[N:22][CH:23]=[C:24]([C:26]([OH:28])=[O:27])[CH:25]=[C:20]3[CH:19]=2)[C:8]2[CH:13]=[CH:12][C:11]([S:14]([CH3:17])(=[O:16])=[O:15])=[CH:10][CH:9]=2)[CH2:5][CH2:4][CH2:3][CH2:2]1.[H][H], predict the reaction product. The product is: [CH:1]1([CH2:6][CH:7]([C:18]2[NH:29][C:21]3=[N:22][CH:23]=[C:24]([C:26]([OH:28])=[O:27])[CH:25]=[C:20]3[CH:19]=2)[C:8]2[CH:13]=[CH:12][C:11]([S:14]([CH3:17])(=[O:16])=[O:15])=[CH:10][CH:9]=2)[CH2:5][CH2:4][CH2:3][CH2:2]1. (3) Given the reactants C([Li])CCC.[Cl:6][C:7]1[CH:12]=[CH:11][C:10]([S:13]([CH2:16][C:17]2[CH:22]=[C:21]([F:23])[CH:20]=[CH:19][C:18]=2[F:24])(=[O:15])=[O:14])=[CH:9][CH:8]=1.[Cl:25][CH2:26][CH2:27][CH2:28][CH2:29]I.[Cl-].[NH4+], predict the reaction product. The product is: [Cl:25][CH2:26][CH2:27][CH2:28][CH2:29][CH:16]([C:17]1[CH:22]=[C:21]([F:23])[CH:20]=[CH:19][C:18]=1[F:24])[S:13]([C:10]1[CH:11]=[CH:12][C:7]([Cl:6])=[CH:8][CH:9]=1)(=[O:15])=[O:14]. (4) Given the reactants [C:1](#[N:3])[CH3:2].[Li]CCCC.[C:9]([N:16]1[CH2:21][CH2:20][CH:19]([C:22]([O:24]CC)=O)[CH2:18][CH2:17]1)([O:11][C:12]([CH3:15])([CH3:14])[CH3:13])=[O:10], predict the reaction product. The product is: [C:9]([N:16]1[CH2:17][CH2:18][CH:19]([C:22](=[O:24])[CH2:2][C:1]#[N:3])[CH2:20][CH2:21]1)([O:11][C:12]([CH3:13])([CH3:14])[CH3:15])=[O:10].